From a dataset of NCI-60 drug combinations with 297,098 pairs across 59 cell lines. Regression. Given two drug SMILES strings and cell line genomic features, predict the synergy score measuring deviation from expected non-interaction effect. (1) Drug 1: CC1=C(C=C(C=C1)NC(=O)C2=CC=C(C=C2)CN3CCN(CC3)C)NC4=NC=CC(=N4)C5=CN=CC=C5. Drug 2: C#CCC(CC1=CN=C2C(=N1)C(=NC(=N2)N)N)C3=CC=C(C=C3)C(=O)NC(CCC(=O)O)C(=O)O. Cell line: M14. Synergy scores: CSS=25.2, Synergy_ZIP=-1.69, Synergy_Bliss=-5.54, Synergy_Loewe=-20.5, Synergy_HSA=-5.37. (2) Drug 1: CCCS(=O)(=O)NC1=C(C(=C(C=C1)F)C(=O)C2=CNC3=C2C=C(C=N3)C4=CC=C(C=C4)Cl)F. Drug 2: CC(C)(C#N)C1=CC(=CC(=C1)CN2C=NC=N2)C(C)(C)C#N. Cell line: HT29. Synergy scores: CSS=45.2, Synergy_ZIP=7.59, Synergy_Bliss=6.85, Synergy_Loewe=1.92, Synergy_HSA=5.98. (3) Drug 1: C1=NC2=C(N1)C(=S)N=CN2. Drug 2: COCCOC1=C(C=C2C(=C1)C(=NC=N2)NC3=CC=CC(=C3)C#C)OCCOC.Cl. Cell line: LOX IMVI. Synergy scores: CSS=23.4, Synergy_ZIP=-0.201, Synergy_Bliss=0.0195, Synergy_Loewe=-19.7, Synergy_HSA=-2.23. (4) Drug 1: CC1C(C(CC(O1)OC2CC(CC3=C2C(=C4C(=C3O)C(=O)C5=C(C4=O)C(=CC=C5)OC)O)(C(=O)CO)O)N)O.Cl. Drug 2: CC(C)CN1C=NC2=C1C3=CC=CC=C3N=C2N. Cell line: SK-MEL-2. Synergy scores: CSS=60.8, Synergy_ZIP=4.01, Synergy_Bliss=3.42, Synergy_Loewe=-4.56, Synergy_HSA=-1.53. (5) Drug 1: CCCCC(=O)OCC(=O)C1(CC(C2=C(C1)C(=C3C(=C2O)C(=O)C4=C(C3=O)C=CC=C4OC)O)OC5CC(C(C(O5)C)O)NC(=O)C(F)(F)F)O. Drug 2: CS(=O)(=O)OCCCCOS(=O)(=O)C. Cell line: SK-OV-3. Synergy scores: CSS=16.0, Synergy_ZIP=0.738, Synergy_Bliss=1.46, Synergy_Loewe=-24.5, Synergy_HSA=0.799. (6) Drug 1: CC1=C2C(C(=O)C3(C(CC4C(C3C(C(C2(C)C)(CC1OC(=O)C(C(C5=CC=CC=C5)NC(=O)OC(C)(C)C)O)O)OC(=O)C6=CC=CC=C6)(CO4)OC(=O)C)O)C)O. Drug 2: C1CN(P(=O)(OC1)NCCCl)CCCl. Cell line: U251. Synergy scores: CSS=7.30, Synergy_ZIP=-1.42, Synergy_Bliss=-2.43, Synergy_Loewe=3.09, Synergy_HSA=-5.19. (7) Drug 1: CC(C1=C(C=CC(=C1Cl)F)Cl)OC2=C(N=CC(=C2)C3=CN(N=C3)C4CCNCC4)N. Drug 2: CS(=O)(=O)CCNCC1=CC=C(O1)C2=CC3=C(C=C2)N=CN=C3NC4=CC(=C(C=C4)OCC5=CC(=CC=C5)F)Cl. Cell line: SF-268. Synergy scores: CSS=8.24, Synergy_ZIP=0.807, Synergy_Bliss=6.94, Synergy_Loewe=2.28, Synergy_HSA=2.65. (8) Drug 1: CC1=C2C(C(=O)C3(C(CC4C(C3C(C(C2(C)C)(CC1OC(=O)C(C(C5=CC=CC=C5)NC(=O)C6=CC=CC=C6)O)O)OC(=O)C7=CC=CC=C7)(CO4)OC(=O)C)O)C)OC(=O)C. Drug 2: CN(CC1=CN=C2C(=N1)C(=NC(=N2)N)N)C3=CC=C(C=C3)C(=O)NC(CCC(=O)O)C(=O)O. Cell line: UACC62. Synergy scores: CSS=48.4, Synergy_ZIP=0.0277, Synergy_Bliss=-0.525, Synergy_Loewe=-22.1, Synergy_HSA=0.451.